Task: Predict the reaction yield, written as a fraction of the theoretical maximum amount of product (1.0 means a 100% yield; for example, 0.34 means a 34% yield).. Dataset: Reaction yield outcomes from USPTO patents with 853,638 reactions The reactants are Br[C:2]1[S:6][C:5]([NH:7][C:8]([NH:10][C:11]2[CH:16]=[CH:15][C:14]([CH3:17])=[CH:13][C:12]=2[C:18]([CH:20]2[CH2:24][CH2:23][CH2:22][CH2:21]2)=[O:19])=[O:9])=[N:4][CH:3]=1.[N:25]1[C:33]([SH:34])=[C:32]2[C:28]([N:29]=[CH:30][NH:31]2)=[N:27][CH:26]=1. No catalyst specified. The product is [CH:20]1([C:18]([C:12]2[CH:13]=[C:14]([CH3:17])[CH:15]=[CH:16][C:11]=2[NH:10][C:8]([NH:7][C:5]2[S:6][C:2]([S:34][C:33]3[N:25]=[CH:26][N:27]=[C:28]4[C:32]=3[NH:31][CH:30]=[N:29]4)=[CH:3][N:4]=2)=[O:9])=[O:19])[CH2:24][CH2:23][CH2:22][CH2:21]1. The yield is 0.280.